Dataset: Experimentally validated miRNA-target interactions with 360,000+ pairs, plus equal number of negative samples. Task: Binary Classification. Given a miRNA mature sequence and a target amino acid sequence, predict their likelihood of interaction. The miRNA is hsa-miR-4441 with sequence ACAGGGAGGAGAUUGUA. The protein sequence of the target gene is MSNPSPQVPEEEASTSVCRPKSSMASTSRRQRRERRFRRYLSAGRLVRAQALLQRHPGLDVDAGQPPPLHRACARHDAPALCLLLRLGADPAHQDRHGDTALHAAARQGPDAYTDFFLPLLSRCPSAMGIKNKDGETPGQILGWGPPWDSAEEEEEDDASKEREWRQKLQGELEDEWQEVMGRFEGDASHETQEPESFSAWSDRLAREHAQKCQQQQREAEGSCRPPRAEGSSQSWRQQEEEQRLFRERARAKEEELRESRARRAQEALGDREPKPTRAGPREEHPRGAGRGSLWRFGDV.... Result: 0 (no interaction).